Dataset: Full USPTO retrosynthesis dataset with 1.9M reactions from patents (1976-2016). Task: Predict the reactants needed to synthesize the given product. (1) Given the product [C:1]1([C:9]2[CH:14]=[CH:13][CH:12]=[CH:11][CH:10]=2)[CH:6]=[CH:5][C:4]([CH:7]2[CH2:16][C:15](=[O:20])[O:21][C:22](=[O:24])[CH2:23]2)=[CH:3][CH:2]=1, predict the reactants needed to synthesize it. The reactants are: [C:1]1([C:9]2[CH:14]=[CH:13][CH:12]=[CH:11][CH:10]=2)[CH:6]=[CH:5][C:4]([CH:7]=O)=[CH:3][CH:2]=1.[C:15]([O:21][CH2:22][CH3:23])(=[O:20])[CH2:16]C(C)=O.[OH-:24].[Na+].Cl. (2) Given the product [I:1][C:2]1[C:7]([C:8]([F:9])([F:11])[F:10])=[CH:6][CH:5]=[CH:4][C:3]=1[C:12]1[N:16]([CH2:19][C:20]2[CH:21]=[N:22][CH:23]=[CH:24][CH:25]=2)[N:15]=[N:14][N:13]=1, predict the reactants needed to synthesize it. The reactants are: [I:1][C:2]1[C:7]([C:8]([F:11])([F:10])[F:9])=[CH:6][CH:5]=[CH:4][C:3]=1[C:12]1[NH:16][N:15]=[N:14][N:13]=1.Br.Br[CH2:19][C:20]1[CH:21]=[N:22][CH:23]=[CH:24][CH:25]=1.Br.BrCC1C=CN=CC=1. (3) Given the product [CH3:16][O:15][C:10]1[CH:11]=[C:12]2[C:7](=[CH:8][CH:9]=1)[C:6](=[O:17])[N:5]([C:1](=[CH:2][CH2:3][CH3:4])[CH:18]=[O:22])[CH2:14][CH2:13]2, predict the reactants needed to synthesize it. The reactants are: [CH2:1]([N:5]1[CH2:14][CH2:13][C:12]2[C:7](=[CH:8][CH:9]=[C:10]([O:15][CH3:16])[CH:11]=2)[C:6]1=[O:17])[CH2:2][CH:3]=[CH2:4].[CH:18](=[O:22])/C=C/C. (4) Given the product [F:20][C:19]([F:22])([F:21])[C:17]([O-:23])=[O:18].[C:1]([CH:3]=[C:4]1[CH2:9][CH2:8][NH2+:7][CH2:6][CH2:5]1)#[N:2], predict the reactants needed to synthesize it. The reactants are: [C:1]([CH:3]=[C:4]1[CH2:9][CH2:8][N:7](C(OC(C)(C)C)=O)[CH2:6][CH2:5]1)#[N:2].[C:17]([OH:23])([C:19]([F:22])([F:21])[F:20])=[O:18]. (5) Given the product [Br:2][C:3]([CH3:28])([CH3:27])[C:4]([C:6]1[CH:7]=[CH:8][C:9]([O:12][C:13]2[CH:18]=[CH:17][C:16]([C:19]([C:21]3([Br:1])[CH2:26][CH2:25][CH2:24][CH2:23][CH2:22]3)=[O:20])=[CH:15][CH:14]=2)=[CH:10][CH:11]=1)=[O:5], predict the reactants needed to synthesize it. The reactants are: [BrH:1].[Br:2][C:3]([CH3:28])([CH3:27])[C:4]([C:6]1[CH:11]=[CH:10][C:9]([O:12][C:13]2[CH:18]=[CH:17][C:16]([C:19]([CH:21]3[CH2:26][CH2:25][CH2:24][CH2:23][CH2:22]3)=[O:20])=[CH:15][CH:14]=2)=[CH:8][CH:7]=1)=[O:5].[Br-]. (6) Given the product [Br:1][C:2]1[CH:3]=[CH:4][C:5]([C@@H:8]([NH:10][CH2:11][C:12]([C:14]2[CH:15]=[CH:16][CH:17]=[CH:18][CH:19]=2)([OH:13])[CH2:22][C:21]([CH3:25])=[CH2:20])[CH3:9])=[CH:6][CH:7]=1, predict the reactants needed to synthesize it. The reactants are: [Br:1][C:2]1[CH:7]=[CH:6][C:5]([C@@H:8]([NH:10][CH2:11][C:12]([C:14]2[CH:19]=[CH:18][CH:17]=[CH:16][CH:15]=2)=[O:13])[CH3:9])=[CH:4][CH:3]=1.[CH3:20][C:21](=[CH2:25])[CH2:22][Mg]Cl. (7) Given the product [C:68]([C:67]1[CH:71]=[CH:72][CH:73]=[CH:74][C:66]=1[NH:65][C:28]([CH:9]1[CH:8]([C:4]2[CH:5]=[CH:6][CH:7]=[C:2]([Cl:1])[C:3]=2[F:31])[C:12]([C:15]2[CH:20]=[CH:19][C:18]([Cl:21])=[CH:17][C:16]=2[F:22])([C:13]#[N:14])[CH:11]([CH2:23][C:24]([CH3:26])([CH3:25])[CH3:27])[NH:10]1)=[O:29])(=[O:69])[NH2:70], predict the reactants needed to synthesize it. The reactants are: [Cl:1][C:2]1[C:3]([F:31])=[C:4]([CH:8]2[C:12]([C:15]3[CH:20]=[CH:19][C:18]([Cl:21])=[CH:17][C:16]=3[F:22])([C:13]#[N:14])[CH:11]([CH2:23][C:24]([CH3:27])([CH3:26])[CH3:25])[NH:10][CH:9]2[C:28](O)=[O:29])[CH:5]=[CH:6][CH:7]=1.CN(C(ON1N=NC2C=CC=NC1=2)=[N+](C)C)C.F[P-](F)(F)(F)(F)F.CCN(C(C)C)C(C)C.[NH2:65][C:66]1[CH:74]=[CH:73][CH:72]=[CH:71][C:67]=1[C:68]([NH2:70])=[O:69]. (8) Given the product [CH3:69][O:70][C:71](=[O:82])[CH2:72][CH2:73][C:51]1[CH:52]=[CH:53][C:48]([CH2:47][N:46]2[C:45]3[CH:54]=[C:55]([F:59])[C:56]([F:58])=[CH:57][C:44]=3[N:43]=[C:42]2[C:39]2[CH:40]=[CH:41][C:36]([Cl:35])=[CH:37][C:38]=2[O:60][CH3:61])=[CH:49][CH:50]=1, predict the reactants needed to synthesize it. The reactants are: C1(COC2C(C3N(CC4C=CC(CCC(O)=O)=CC=4)C4C=C(F)C(F)=CC=4N=3)=CC=CN=2)CC1.[Cl:35][C:36]1[CH:41]=[CH:40][C:39]([C:42]2[N:46]([CH2:47][CH:48]3[CH2:53][CH2:52][CH2:51][CH2:50][CH2:49]3)[C:45]3[CH:54]=[C:55]([F:59])[C:56]([F:58])=[CH:57][C:44]=3[N:43]=2)=[C:38]([O:60][CH2:61]C2C=CC=CC=2Cl)[CH:37]=1.[CH3:69][O:70][C:71](=[O:82])[CH2:72][CH2:73]C1C=CC(CBr)=CC=1.